From a dataset of Peptide-MHC class II binding affinity with 134,281 pairs from IEDB. Regression. Given a peptide amino acid sequence and an MHC pseudo amino acid sequence, predict their binding affinity value. This is MHC class II binding data. (1) The binding affinity (normalized) is 0.112. The peptide sequence is PAPMLAAAAGWQTLS. The MHC is HLA-DPA10201-DPB10501 with pseudo-sequence HLA-DPA10201-DPB10501. (2) The peptide sequence is FGQNTGAIAAAEARY. The MHC is DRB1_0404 with pseudo-sequence DRB1_0404. The binding affinity (normalized) is 0.0629.